This data is from Forward reaction prediction with 1.9M reactions from USPTO patents (1976-2016). The task is: Predict the product of the given reaction. (1) Given the reactants [F:1][C:2]1[CH:33]=[CH:32][C:5]([C:6](/[N:8]=[C:9]2\[NH:10][C:11]3[CH:29]=[CH:28][C:27]([CH2:30]O)=[CH:26][C:12]=3[N:13]\2[C@H:14]2[CH2:19][CH2:18][C@@H:17]([C:20](=[O:25])[NH:21][CH:22]([CH3:24])[CH3:23])[CH2:16][CH2:15]2)=[O:7])=[CH:4][CH:3]=1.[CH3:34][C:35]1([OH:41])[CH2:40][CH2:39][NH:38][CH2:37][CH2:36]1.FC1C=CC(C(/N=C2\NC3C=CC(CN4CCN(S(C)(=O)=O)CC4)=CC=3N\2[C@H]2CC[C@@H](C(=O)NC(C)C)CC2)=O)=CC=1, predict the reaction product. The product is: [F:1][C:2]1[CH:33]=[CH:32][C:5]([C:6](/[N:8]=[C:9]2\[NH:10][C:11]3[CH:29]=[CH:28][C:27]([CH2:30][N:38]4[CH2:39][CH2:40][C:35]([OH:41])([CH3:34])[CH2:36][CH2:37]4)=[CH:26][C:12]=3[N:13]\2[C@H:14]2[CH2:15][CH2:16][C@@H:17]([C:20](=[O:25])[NH:21][CH:22]([CH3:23])[CH3:24])[CH2:18][CH2:19]2)=[O:7])=[CH:4][CH:3]=1. (2) Given the reactants [Br:1][C:2]1[C:3]([OH:20])=[C:4]([C:17]([OH:19])=O)[C:5]2[N:6]=[CH:7][C:8]([C:12]3[S:13][CH:14]=[CH:15][N:16]=3)=[N:9][C:10]=2[CH:11]=1.Cl.C([NH:24][CH2:25][C:26]([OH:28])=[O:27])C.[CH2:29](N(CC)CC)[CH3:30].C1CN([P+](ON2N=NC3C=CC=CC2=3)(N2CCCC2)N2CCCC2)CC1.F[P-](F)(F)(F)(F)F, predict the reaction product. The product is: [Br:1][C:2]1[CH:11]=[C:10]2[C:5]([N:6]=[CH:7][C:8]([C:12]3[S:13][CH:14]=[CH:15][N:16]=3)=[N:9]2)=[C:4]([C:17]([NH:24][CH2:25][C:26]([O:28][CH2:29][CH3:30])=[O:27])=[O:19])[C:3]=1[OH:20]. (3) Given the reactants F[C:2]1C=CC(C2C=C(C)N=CC=2NC)=C(OC)C=1.[F:19][C:20]1[CH:25]=[CH:24][C:23]([C:26]2[CH:31]=[CH:30][N:29]=[CH:28][C:27]=2[N:32]([CH3:54])[C:33](=[O:53])[C:34]2[CH:39]=[C:38]([C:40]([F:43])([F:42])[F:41])[CH:37]=[C:36]([S:44]([N:47]3[CH2:52][CH2:51][O:50][CH2:49][CH2:48]3)(=[O:46])=[O:45])[CH:35]=2)=[C:22]([O:55][CH3:56])[CH:21]=1, predict the reaction product. The product is: [F:19][C:20]1[CH:25]=[CH:24][C:23]([C:26]2[CH:31]=[C:30]([CH3:2])[N:29]=[CH:28][C:27]=2[N:32]([CH3:54])[C:33](=[O:53])[C:34]2[CH:39]=[C:38]([C:40]([F:41])([F:43])[F:42])[CH:37]=[C:36]([S:44]([N:47]3[CH2:52][CH2:51][O:50][CH2:49][CH2:48]3)(=[O:45])=[O:46])[CH:35]=2)=[C:22]([O:55][CH3:56])[CH:21]=1. (4) Given the reactants [C:1]([O:5][C:6]([NH:8][CH2:9][C:10]([OH:12])=O)=[O:7])([CH3:4])([CH3:3])[CH3:2].CN1CCOCC1.ClC(OCC)=O.[NH2:26][NH2:27], predict the reaction product. The product is: [NH:26]([C:10](=[O:12])[CH2:9][NH:8][C:6](=[O:7])[O:5][C:1]([CH3:4])([CH3:3])[CH3:2])[NH2:27]. (5) Given the reactants ClC1N=CC(C2C=CC3N(C=C(NC(=O)C)N=3)N=2)=CC=1NS(C1C=CC(C(O)(C)C)=CC=1)(=O)=O.CC1(C)C(C)(C)OB([C:43]2[CH:44]=[CH:45][C:46]3[N:47]([CH:49]=[C:50]([NH:52][C:53](=[O:55])[CH3:54])[N:51]=3)[N:48]=2)O1.Br[C:58]1[CH:59]=[C:60]([NH:65][S:66]([C:69]2[CH:74]=[CH:73][C:72]([F:75])=[CH:71][C:70]=2[Cl:76])(=[O:68])=[O:67])[C:61]([Cl:64])=[N:62][CH:63]=1, predict the reaction product. The product is: [Cl:64][C:61]1[N:62]=[CH:63][C:58]([C:43]2[CH:44]=[CH:45][C:46]3[N:47]([CH:49]=[C:50]([NH:52][C:53](=[O:55])[CH3:54])[N:51]=3)[N:48]=2)=[CH:59][C:60]=1[NH:65][S:66]([C:69]1[CH:74]=[CH:73][C:72]([F:75])=[CH:71][C:70]=1[Cl:76])(=[O:68])=[O:67].